This data is from Full USPTO retrosynthesis dataset with 1.9M reactions from patents (1976-2016). The task is: Predict the reactants needed to synthesize the given product. Given the product [Cl:1][C:2]1[S:6][C:5]([C:7]2[C:11]([C:12]3[CH:17]=[CH:16][N:15]=[C:14]([S:18][CH3:19])[N:13]=3)=[CH:10][N:9]([CH:21]([CH3:23])[CH3:22])[N:8]=2)=[CH:4][CH:3]=1, predict the reactants needed to synthesize it. The reactants are: [Cl:1][C:2]1[S:6][C:5]([C:7]2[C:11]([C:12]3[CH:17]=[CH:16][N:15]=[C:14]([S:18][CH3:19])[N:13]=3)=[CH:10][NH:9][N:8]=2)=[CH:4][CH:3]=1.I[CH:21]([CH3:23])[CH3:22].C(=O)([O-])[O-].[Cs+].[Cs+].